Dataset: Forward reaction prediction with 1.9M reactions from USPTO patents (1976-2016). Task: Predict the product of the given reaction. (1) Given the reactants [F:8][C:7]([F:10])([F:9])[C:6](O[C:6](=[O:11])[C:7]([F:10])([F:9])[F:8])=[O:11].[Cl:14][C:15]1[N:20]=[CH:19][C:18]([CH2:21][NH:22][CH:23]2[CH2:28][CH2:27][CH2:26][CH2:25][CH2:24]2)=[CH:17][CH:16]=1.C(N(CC)CC)C, predict the reaction product. The product is: [Cl:14][C:15]1[N:20]=[CH:19][C:18]([CH2:21][N:22]([CH:23]2[CH2:24][CH2:25][CH2:26][CH2:27][CH2:28]2)[C:6](=[O:11])[C:7]([F:8])([F:9])[F:10])=[CH:17][CH:16]=1. (2) Given the reactants [CH:1]1([C:4]([N:6]2[CH2:10][CH2:9][C@@H:8]([CH2:11][NH:12][C:13]3[CH:18]=[CH:17][C:16]([F:19])=[CH:15][C:14]=3[N+:20]([O-])=O)[CH2:7]2)=[O:5])[CH2:3][CH2:2]1, predict the reaction product. The product is: [CH:1]1([C:4]([N:6]2[CH2:10][CH2:9][C@@H:8]([CH2:11][NH:12][C:13]3[C:14]([NH2:20])=[CH:15][C:16]([F:19])=[CH:17][CH:18]=3)[CH2:7]2)=[O:5])[CH2:3][CH2:2]1. (3) The product is: [F:48][CH2:49][CH2:50][NH:51][C:36]([NH:18][C:17]1[CH:19]=[CH:20][C:14]([C:12]2[N:13]=[C:8]([N:7]3[CH2:6][CH2:5][O:4][CH2:3][C@@H:2]3[CH3:1])[C:9]3[CH2:24][CH2:23][N:22]([C:25]4[N:26]=[CH:27][CH:28]=[CH:29][N:30]=4)[CH2:21][C:10]=3[N:11]=2)=[CH:15][CH:16]=1)=[O:31]. Given the reactants [CH3:1][C@@H:2]1[N:7]([C:8]2[C:9]3[CH2:24][CH2:23][N:22]([C:25]4[N:30]=[CH:29][CH:28]=[CH:27][N:26]=4)[CH2:21][C:10]=3[N:11]=[C:12]([C:14]3[CH:20]=[CH:19][C:17]([NH2:18])=[CH:16][CH:15]=3)[N:13]=2)[CH2:6][CH2:5][O:4][CH2:3]1.[O:31]1[CH2:36]COCC1.C(N(CC)CC)C.C(Cl)(Cl)=O.[F:48][CH2:49][CH2:50][NH2:51], predict the reaction product. (4) Given the reactants COC1C=C(OC)C=CC=1C[N:6]1[C:11](=[O:12])[C:10]2[CH:13]=[C:14]([CH2:16][CH3:17])[S:15][C:9]=2[N:8]([CH2:18][C:19]2[CH:24]=[CH:23][C:22]([C:25]3[C:26]([C:31]#[N:32])=[CH:27][CH:28]=[CH:29][CH:30]=3)=[CH:21][CH:20]=2)[C:7]1=[O:33].FC(F)(F)C(O)=O, predict the reaction product. The product is: [CH2:16]([C:14]1[S:15][C:9]2[N:8]([CH2:18][C:19]3[CH:24]=[CH:23][C:22]([C:25]4[C:26]([C:31]#[N:32])=[CH:27][CH:28]=[CH:29][CH:30]=4)=[CH:21][CH:20]=3)[C:7](=[O:33])[NH:6][C:11](=[O:12])[C:10]=2[CH:13]=1)[CH3:17]. (5) Given the reactants BrC1C=CC(O)=C([C:8]2[CH:17]=[CH:16][C:15]3[C:10](=[CH:11][CH:12]=[C:13]([C:18]4[N:22]([CH:23]5[CH2:28][CH2:27][CH2:26][CH2:25][CH2:24]5)[C:21]5[CH:29]=[CH:30][C:31]([C:33]([OH:35])=[O:34])=[CH:32][C:20]=5[N:19]=4)[CH:14]=3)[N:9]=2)C=1.C(OC(C1C=CC2N(C3CCCCC3)C(C3C=CC(N)=C(C=O)C=3)=NC=2C=1)=O)C.C([C:69]1[CH:70]=[CH:71][C:72]2[O:77][CH2:76][C:75](=[O:78])[NH:74][C:73]=2[CH:79]=1)(=O)C.[OH-].[K+], predict the reaction product. The product is: [CH:23]1([N:22]2[C:21]3[CH:29]=[CH:30][C:31]([C:33]([OH:35])=[O:34])=[CH:32][C:20]=3[N:19]=[C:18]2[C:13]2[CH:14]=[C:15]3[C:10](=[CH:11][CH:12]=2)[N:9]=[C:8]([C:69]2[CH:70]=[CH:71][C:72]4[O:77][CH2:76][C:75](=[O:78])[NH:74][C:73]=4[CH:79]=2)[CH:17]=[CH:16]3)[CH2:24][CH2:25][CH2:26][CH2:27][CH2:28]1.